Dataset: HIV replication inhibition screening data with 41,000+ compounds from the AIDS Antiviral Screen. Task: Binary Classification. Given a drug SMILES string, predict its activity (active/inactive) in a high-throughput screening assay against a specified biological target. (1) The molecule is CC(=O)OCCn1c([N+](=O)[O-])cnc1C=[N+]([O-])CCO. The result is 0 (inactive). (2) The compound is CC(C)C(NCc1c2ccccc2[n+]([O-])c2ccccc12)C(=O)O. The result is 0 (inactive). (3) The drug is COC(=O)c1cc(C(=O)OC)c(CC(=NNC(N)=S)C(=O)Nc2c(C)cccc2C)nc1CC(=Nc1c(C)cccc1C)NNC(N)=S. The result is 0 (inactive). (4) The compound is CNC(=O)N(C1CCCCC1)C1CCCCC1. The result is 0 (inactive). (5) The compound is CN1C(=S)N2CCCCCCCC2c2c(O)nc(CCl)nc21. The result is 0 (inactive). (6) The molecule is CCCN1NOC(=N)N1. The result is 0 (inactive). (7) The compound is Nc1c(N=Nc2ccc(C=Cc3ccc(N=Nc4cc(S(=O)(=O)O)c5cccnc5c4N)cc3S(=O)(=O)O)c(S(=O)(=O)O)c2)cc(S(=O)(=O)O)c2cccnc12.[NaH]. The result is 0 (inactive).